This data is from Reaction yield outcomes from USPTO patents with 853,638 reactions. The task is: Predict the reaction yield, written as a fraction of the theoretical maximum amount of product (1.0 means a 100% yield; for example, 0.34 means a 34% yield). (1) The reactants are Cl.[F:2][C:3]1[CH:8]=[CH:7][C:6]([C:9]2[N:10]=[C:11]3[N:15]([C:16]=2[C:17]2[CH:22]=[CH:21][N:20]=[C:19]([NH:23][CH:24]4[CH2:29][CH2:28][NH:27][CH2:26][CH2:25]4)[N:18]=2)[CH:14]=[CH:13][S:12]3)=[CH:5][C:4]=1[O:30][CH3:31].CCN(C(C)C)C(C)C.[CH:41]1([S:44](Cl)(=[O:46])=[O:45])[CH2:43][CH2:42]1. The catalyst is C(Cl)Cl. The product is [CH:41]1([S:44]([N:27]2[CH2:26][CH2:25][CH:24]([NH:23][C:19]3[N:18]=[C:17]([C:16]4[N:15]5[C:11]([S:12][CH:13]=[CH:14]5)=[N:10][C:9]=4[C:6]4[CH:7]=[CH:8][C:3]([F:2])=[C:4]([O:30][CH3:31])[CH:5]=4)[CH:22]=[CH:21][N:20]=3)[CH2:29][CH2:28]2)(=[O:46])=[O:45])[CH2:43][CH2:42]1. The yield is 0.960. (2) The reactants are Cl.[NH2:2][C:3]1[N:8]=[CH:7][C:6](/[CH:9]=[CH:10]/[C:11]([OH:13])=O)=[C:5]([CH3:14])[CH:4]=1.CCN(CC)CC.[CH3:22][N:23]1[C:31]2[C:26](=[CH:27][CH:28]=[CH:29][CH:30]=2)[CH:25]=[C:24]1[CH2:32][NH:33][CH3:34].C1C=CC2N(O)N=NC=2C=1.O.C1CCC(N=C=NC2CCCCC2)CC1. The catalyst is CN(C=O)C.C(Cl)Cl. The product is [NH2:2][C:3]1[N:8]=[CH:7][C:6](/[CH:9]=[CH:10]/[C:11]([N:33]([CH3:34])[CH2:32][C:24]2[N:23]([CH3:22])[C:31]3[C:26]([CH:25]=2)=[CH:27][CH:28]=[CH:29][CH:30]=3)=[O:13])=[C:5]([CH3:14])[CH:4]=1. The yield is 0.740.